This data is from Full USPTO retrosynthesis dataset with 1.9M reactions from patents (1976-2016). The task is: Predict the reactants needed to synthesize the given product. (1) Given the product [F:1][C:2]1[CH:7]=[CH:6][C:5]([F:8])=[CH:4][C:3]=1[C@H:9]1[CH2:13][CH2:12][CH2:11][N:10]1[C:14]1[CH:19]=[CH:18][N:17]2[N:20]=[CH:21][C:22]([C:23]3[O:27][C:26]([N:28]4[CH2:33][CH2:32][NH:31][CH2:30][CH2:29]4)=[N:25][N:24]=3)=[C:16]2[N:15]=1, predict the reactants needed to synthesize it. The reactants are: [F:1][C:2]1[CH:7]=[CH:6][C:5]([F:8])=[CH:4][C:3]=1[C@H:9]1[CH2:13][CH2:12][CH2:11][N:10]1[C:14]1[CH:19]=[CH:18][N:17]2[N:20]=[CH:21][C:22]([C:23]3[O:27][C:26]([N:28]4[CH2:33][CH2:32][N:31](C(OC(C)(C)C)=O)[CH2:30][CH2:29]4)=[N:25][N:24]=3)=[C:16]2[N:15]=1.C(O)(C(F)(F)F)=O. (2) Given the product [OH:11][CH2:10][CH2:9][CH2:8][C:5]1[CH:4]=[CH:3][C:2]([O:1][CH2:18][C@@H:19]([OH:20])[CH2:21][OH:13])=[CH:7][CH:6]=1, predict the reactants needed to synthesize it. The reactants are: [OH:1][C:2]1[CH:7]=[CH:6][C:5]([CH2:8][CH2:9][CH2:10][OH:11])=[CH:4][CH:3]=1.C(=O)([O-])[O-:13].[K+].[K+].[CH3:18][C:19]([CH3:21])=[O:20]. (3) The reactants are: [CH3:1][O:2][C:3]1[N:8]=[C:7]2[C:9]3([CH2:19][O:20][C:6]2=[CH:5][CH:4]=1)[C:17]1[C:12](=[CH:13][CH:14]=[CH:15][CH:16]=1)[NH:11][C:10]3=[O:18].N1C2=NC=CC=C2C2(C3C(=CC4OCCOC=4C=3)OC2)C1=O.Cl.Cl[CH2:45][C:46]1[C:51]([C:52]([F:55])([F:54])[F:53])=[CH:50][CH:49]=[CH:48][N:47]=1.Br.BrCC1C=CC=CN=1. Given the product [CH3:1][O:2][C:3]1[N:8]=[C:7]2[C:9]3([CH2:19][O:20][C:6]2=[CH:5][CH:4]=1)[C:17]1[C:12](=[CH:13][CH:14]=[CH:15][CH:16]=1)[N:11]([CH2:45][C:46]1[C:51]([C:52]([F:54])([F:53])[F:55])=[CH:50][CH:49]=[CH:48][N:47]=1)[C:10]3=[O:18], predict the reactants needed to synthesize it.